Dataset: Forward reaction prediction with 1.9M reactions from USPTO patents (1976-2016). Task: Predict the product of the given reaction. (1) Given the reactants [C:1]([O-:9])(=[O:8])[C:2]1[CH:7]=[CH:6][CH:5]=[CH:4][CH:3]=1.O.[OH-].[Li+], predict the reaction product. The product is: [C:1]([OH:9])(=[O:8])[C:2]1[CH:7]=[CH:6][CH:5]=[CH:4][CH:3]=1. (2) The product is: [Br:1][C:2]1[CH:3]=[C:4]([O:13][CH3:14])[C:5]([Cl:12])=[C:6]([CH:11]=1)[C:7]([OH:9])=[O:8]. Given the reactants [Br:1][C:2]1[CH:3]=[C:4]([O:13][CH3:14])[C:5]([Cl:12])=[C:6]([CH:11]=1)[C:7]([O:9]C)=[O:8].[OH-].[Na+].Cl, predict the reaction product. (3) Given the reactants [NH2:1][C:2]1[CH:3]=[CH:4][C:5]([F:33])=[C:6]([C@:8]23[CH2:16][N:15]([C:17]4[N:22]=[CH:21][C:20]([F:23])=[CH:19][N:18]=4)[CH2:14][C@H:13]2[CH2:12][S:11][C:10]([NH:24][C:25](=[O:32])[C:26]2[CH:31]=[CH:30][CH:29]=[CH:28][CH:27]=2)=[N:9]3)[CH:7]=1.[CH3:34][O:35][C:36]1[N:37]=[CH:38][C:39]([C:42](O)=[O:43])=[N:40][CH:41]=1.ON1C2C=CC=CC=2N=N1.Cl.CN(C)CCCN=C=NCC, predict the reaction product. The product is: [C:25]([NH:24][C:10]1[S:11][CH2:12][C@@H:13]2[CH2:14][N:15]([C:17]3[N:22]=[CH:21][C:20]([F:23])=[CH:19][N:18]=3)[CH2:16][C@:8]2([C:6]2[CH:7]=[C:2]([NH:1][C:42]([C:39]3[CH:38]=[N:37][C:36]([O:35][CH3:34])=[CH:41][N:40]=3)=[O:43])[CH:3]=[CH:4][C:5]=2[F:33])[N:9]=1)(=[O:32])[C:26]1[CH:31]=[CH:30][CH:29]=[CH:28][CH:27]=1.